Dataset: Catalyst prediction with 721,799 reactions and 888 catalyst types from USPTO. Task: Predict which catalyst facilitates the given reaction. (1) Reactant: Br[C:2]1[CH:3]=[C:4]([NH:10][C@@H:11]2[CH2:16][CH2:15][CH2:14][CH2:13][C@@H:12]2[NH:17][C:18](=[O:24])[O:19][C:20]([CH3:23])([CH3:22])[CH3:21])[CH:5]=[N:6][C:7]=1[C:8]#[N:9].[NH2:25][C:26]1[O:30][N:29]=[C:28]([C:31]2[CH:36]=[CH:35][CH:34]=[CH:33][CH:32]=2)[CH:27]=1.O(C1C=CC=CC=1)[Na].O.O.O.CC1(C)C2C(=C(P(C3C=CC=CC=3)C3C=CC=CC=3)C=CC=2)OC2C(P(C3C=CC=CC=3)C3C=CC=CC=3)=CC=CC1=2. Product: [C:8]([C:7]1[N:6]=[CH:5][C:4]([NH:10][C@@H:11]2[CH2:16][CH2:15][CH2:14][CH2:13][C@@H:12]2[NH:17][C:18](=[O:24])[O:19][C:20]([CH3:23])([CH3:22])[CH3:21])=[CH:3][C:2]=1[NH:25][C:26]1[O:30][N:29]=[C:28]([C:31]2[CH:36]=[CH:35][CH:34]=[CH:33][CH:32]=2)[CH:27]=1)#[N:9]. The catalyst class is: 62. (2) Reactant: [Br:1][C:2]1[N:7]=[CH:6][C:5]2[CH:8]=[C:9]([CH:11]=[O:12])[NH:10][C:4]=2[CH:3]=1.CC1C=CC(S([CH2:23][N+:24]#[C-:25])(=O)=O)=CC=1.C(=O)([O-])[O-].[K+].[K+]. Product: [Br:1][C:2]1[N:7]=[CH:6][C:5]2[CH:8]=[C:9]([C:11]3[O:12][CH:25]=[N:24][CH:23]=3)[NH:10][C:4]=2[CH:3]=1. The catalyst class is: 5. (3) Reactant: [Cl:1][C:2]1[CH:7]=[C:6]([Cl:8])[CH:5]=[CH:4][C:3]=1[C:9]1[CH:14]=[CH:13][C:12]([S:15]([NH:18][C:19]2[CH:20]=[C:21]([CH:25]=[CH:26][CH:27]=2)[C:22]([OH:24])=O)(=[O:17])=[O:16])=[CH:11][CH:10]=1.C(Cl)(=O)C([Cl:31])=O.CN(C=O)C. Product: [Cl:1][C:2]1[CH:7]=[C:6]([Cl:8])[CH:5]=[CH:4][C:3]=1[C:9]1[CH:14]=[CH:13][C:12]([S:15]([NH:18][C:19]2[CH:20]=[C:21]([CH:25]=[CH:26][CH:27]=2)[C:22]([Cl:31])=[O:24])(=[O:17])=[O:16])=[CH:11][CH:10]=1. The catalyst class is: 2. (4) Reactant: C[O:2][C:3]1[CH:8]=[C:7]([C:9]([NH:11][C@H]2[C@H](N3C4N=CN=C(NCC5C6C(=CC=CC=6)C=CC=5)C=4N=C3)O[C@H](CO)[C@H]2O)=[O:10])[CH:6]=[C:5](OC)[CH:4]=1.NCC1SC=CC=1.C(O)(=O)C1C(=CC=CC=1)O.C1C=CC2N(O)N=NC=2C=1.C(Cl)CCl. Product: [OH:2][C:3]1[CH:8]=[C:7]([CH:6]=[CH:5][CH:4]=1)[C:9]([NH2:11])=[O:10]. The catalyst class is: 31.